From a dataset of Full USPTO retrosynthesis dataset with 1.9M reactions from patents (1976-2016). Predict the reactants needed to synthesize the given product. (1) Given the product [CH:33]1([O:38][C:39]([C:40]2[CH:1]([C:3]3[CH:10]=[CH:9][CH:8]=[C:5]([C:6]#[N:7])[CH:4]=3)[C:23]3[C:22](=[O:27])[CH2:21][CH:20]([C:13]4[CH:12]=[CH:17][C:16]5[O:30][CH2:28][O:31][C:15]=5[CH:14]=4)[CH2:25][C:24]=3[NH:54][C:41]=2[CH3:42])=[O:44])[CH2:37][CH2:36][CH2:35][CH2:34]1, predict the reactants needed to synthesize it. The reactants are: [CH:1]([C:3]1[CH:4]=[C:5]([CH:8]=[CH:9][CH:10]=1)[C:6]#[N:7])=O.C[C:12]1[CH:17]=[C:16](C)[CH:15]=[C:14](C)[C:13]=1[CH:20]1[CH2:25][C:24](=O)[CH2:23][C:22](=[O:27])[CH2:21]1.[C:28]([O-:31])(=[O:30])C.[NH4+].[CH:33]1([O:38][C:39](=[O:44])[CH2:40][C:41](=O)[CH3:42])[CH2:37][CH2:36][CH2:35][CH2:34]1.F[B-](F)(F)F.C([N+:54]1C=CN(C)C=1)CCC. (2) The reactants are: [CH:1](OCC)(OCC)OCC.[CH3:11][C:12]1([CH3:20])[O:19][C:17](=[O:18])[CH2:16][C:14](=[O:15])[O:13]1.[Br:21][C:22]1[CH:23]=[C:24]([CH:26]=[CH:27][CH:28]=1)[NH2:25]. Given the product [Br:21][C:22]1[CH:23]=[C:24]([N:25]=[CH:1][CH:16]2[C:17](=[O:18])[O:19][C:12]([CH3:20])([CH3:11])[O:13][C:14]2=[O:15])[CH:26]=[CH:27][CH:28]=1, predict the reactants needed to synthesize it. (3) Given the product [Cl:21][C:18]1[CH:17]=[CH:16][C:15]([CH2:14][N:10]2[C:11]3[C:12](=[O:13])[N:4]([CH2:3][CH2:2][NH:1][S:39]([CH:37]([CH3:38])[CH3:36])(=[O:41])=[O:40])[C:5](=[O:35])[N:6]([CH3:34])[C:7]=3[N:8]=[C:9]2[O:22][C:23]2[CH:28]=[CH:27][CH:26]=[C:25]([O:29][C:30]([F:33])([F:31])[F:32])[CH:24]=2)=[CH:20][CH:19]=1, predict the reactants needed to synthesize it. The reactants are: [NH2:1][CH2:2][CH2:3][N:4]1[C:12](=[O:13])[C:11]2[N:10]([CH2:14][C:15]3[CH:20]=[CH:19][C:18]([Cl:21])=[CH:17][CH:16]=3)[C:9]([O:22][C:23]3[CH:28]=[CH:27][CH:26]=[C:25]([O:29][C:30]([F:33])([F:32])[F:31])[CH:24]=3)=[N:8][C:7]=2[N:6]([CH3:34])[C:5]1=[O:35].[CH3:36][CH:37]([S:39](Cl)(=[O:41])=[O:40])[CH3:38]. (4) Given the product [Cl:1][C:2]1[CH:3]=[CH:4][C:5]([C:6]([OH:15])=[O:22])=[C:9]([NH:8][CH2:7][CH2:18][CH2:17][Cl:16])[C:10]=1[N+:11]([O-:13])=[O:12], predict the reactants needed to synthesize it. The reactants are: [Cl:1][C:2]1[C:10]([N+:11]([O-:13])=[O:12])=[C:9]2[C:5]([C:6](=[O:15])[C:7](=O)[NH:8]2)=[CH:4][CH:3]=1.[Cl:16][CH2:17][CH2:18]CI.C(=O)([O-])[O-:22].[Cs+].[Cs+].[OH-].[Na+].OO.Cl.